Dataset: Peptide-MHC class I binding affinity with 185,985 pairs from IEDB/IMGT. Task: Regression. Given a peptide amino acid sequence and an MHC pseudo amino acid sequence, predict their binding affinity value. This is MHC class I binding data. (1) The peptide sequence is NYLDYMTSMK. The MHC is HLA-A33:01 with pseudo-sequence HLA-A33:01. The binding affinity (normalized) is 0.523. (2) The peptide sequence is RRQDILDLWI. The MHC is HLA-A23:01 with pseudo-sequence HLA-A23:01. The binding affinity (normalized) is 0.0630. (3) The peptide sequence is IYWTIVKPGDI. The MHC is HLA-A26:01 with pseudo-sequence HLA-A26:01. The binding affinity (normalized) is 0. (4) The peptide sequence is VSVNNVCHMY. The MHC is HLA-A23:01 with pseudo-sequence HLA-A23:01. The binding affinity (normalized) is 0.0319. (5) The peptide sequence is NQQGITPNY. The MHC is HLA-B58:01 with pseudo-sequence HLA-B58:01. The binding affinity (normalized) is 0.0847. (6) The peptide sequence is EVADRVIFM. The MHC is HLA-A26:02 with pseudo-sequence HLA-A26:02. The binding affinity (normalized) is 1.00.